This data is from Reaction yield outcomes from USPTO patents with 853,638 reactions. The task is: Predict the reaction yield, written as a fraction of the theoretical maximum amount of product (1.0 means a 100% yield; for example, 0.34 means a 34% yield). (1) The reactants are [CH:1]1([CH2:4][O:5][C:6]2[CH:11]=[CH:10][CH:9]=[CH:8][C:7]=2[N+:12]([O-])=O)[CH2:3][CH2:2]1. The catalyst is CO.[Pd]. The product is [CH:1]1([CH2:4][O:5][C:6]2[CH:11]=[CH:10][CH:9]=[CH:8][C:7]=2[NH2:12])[CH2:2][CH2:3]1. The yield is 0.900. (2) The reactants are [O:1]1[C:5]2[CH:6]=[CH:7][C:8]([C:10]3([C:13]([NH:15][C:16]4[CH:17]=[C:18]5[C:22](=[C:23]([C:25]#[N:26])[CH:24]=4)[NH:21][C:20]([C:27]([CH3:30])([CH3:29])[CH3:28])=[CH:19]5)=[O:14])[CH2:12][CH2:11]3)=[CH:9][C:4]=2[O:3][CH2:2]1.[H][H]. The catalyst is C(OCC)(=O)C.[Pd]. The product is [NH2:26][CH2:25][C:23]1[CH:24]=[C:16]([NH:15][C:13]([C:10]2([C:8]3[CH:7]=[CH:6][C:5]4[O:1][CH2:2][O:3][C:4]=4[CH:9]=3)[CH2:11][CH2:12]2)=[O:14])[CH:17]=[C:18]2[C:22]=1[NH:21][C:20]([C:27]([CH3:30])([CH3:29])[CH3:28])=[CH:19]2. The yield is 0.320.